From a dataset of Full USPTO retrosynthesis dataset with 1.9M reactions from patents (1976-2016). Predict the reactants needed to synthesize the given product. (1) Given the product [CH3:1][S:2]([O:5][CH2:6][C:7]1[N:8]([CH2:17][CH2:18][S:19]([CH3:22])(=[O:21])=[O:20])[C:9]2=[N:29][CH:11]=[C:12]([Cl:16])[CH:13]=[C:14]2[CH:15]=1)(=[O:4])=[O:3], predict the reactants needed to synthesize it. The reactants are: [CH3:1][S:2]([O:5][CH2:6][C:7]1[N:8]([CH2:17][CH2:18][S:19]([CH2:22]C)(=[O:21])=[O:20])[C:9]2[C:14]([CH:15]=1)=[CH:13][C:12]([Cl:16])=[CH:11]C=2)(=[O:4])=[O:3].ClC1C=C2C=C(C(OC)=O)NC2=[N:29]C=1.CS(C=C)(=O)=O.C(S(CC)(=O)=O)C. (2) Given the product [F:25][C:15]1[CH:14]=[C:13]([NH:12][C:10]2[N:11]=[C:6]([O:5][C:4]3[CH:3]=[C:2]([NH:1][C:41](=[O:44])[CH:42]=[CH2:43])[CH:31]=[CH:30][CH:29]=3)[C:7]3[CH:28]=[CH:27][NH:26][C:8]=3[N:9]=2)[CH:18]=[C:17]([F:19])[C:16]=1[O:20][CH2:21][CH2:22][O:23][CH3:24], predict the reactants needed to synthesize it. The reactants are: [NH2:1][C:2]1[CH:3]=[C:4]([CH:29]=[CH:30][CH:31]=1)[O:5][C:6]1[C:7]2[CH:28]=[CH:27][NH:26][C:8]=2[N:9]=[C:10]([NH:12][C:13]2[CH:18]=[C:17]([F:19])[C:16]([O:20][CH2:21][CH2:22][O:23][CH3:24])=[C:15]([F:25])[CH:14]=2)[N:11]=1.CCN(C(C)C)C(C)C.[C:41](Cl)(=[O:44])[CH:42]=[CH2:43].[OH-].[Na+]. (3) Given the product [C:14]([NH:1][C:2]1[CH:10]=[C:9]([N+:11]([O-:13])=[O:12])[CH:8]=[CH:7][C:3]=1[C:4]([OH:6])=[O:5])(=[O:18])[CH:15]([CH3:17])[CH3:16], predict the reactants needed to synthesize it. The reactants are: [NH2:1][C:2]1[CH:10]=[C:9]([N+:11]([O-:13])=[O:12])[CH:8]=[CH:7][C:3]=1[C:4]([OH:6])=[O:5].[C:14](Cl)(=[O:18])[CH:15]([CH3:17])[CH3:16]. (4) The reactants are: S(Cl)([Cl:3])=O.[NH2:5][C:6]1[C:15]2[N:16]=[C:17]([OH:24])[N:18]([CH2:19][CH2:20][CH2:21][CH2:22]O)[C:14]=2[C:13]2[CH:12]=[CH:11][CH:10]=[CH:9][C:8]=2[N:7]=1. Given the product [NH2:5][C:6]1[C:15]2[N:16]=[C:17]([OH:24])[N:18]([CH2:19][CH2:20][CH2:21][CH2:22][Cl:3])[C:14]=2[C:13]2[CH:12]=[CH:11][CH:10]=[CH:9][C:8]=2[N:7]=1, predict the reactants needed to synthesize it.